Dataset: Catalyst prediction with 721,799 reactions and 888 catalyst types from USPTO. Task: Predict which catalyst facilitates the given reaction. (1) Reactant: [CH2:1]([C:3]1[CH:24]=[CH:23][CH:22]=[C:21]([CH3:25])[C:4]=1[CH2:5][NH:6][C:7]1[C:8]2[N:9]([C:16]([CH3:20])=[C:17]([CH3:19])[N:18]=2)[CH:10]=[C:11]([C:13]([OH:15])=O)[N:12]=1)[CH3:2].F[B-](F)(F)F.[N:31]1(OC(N(C)C)=[N+](C)C)C2C=CC=CC=2N=N1.N. Product: [CH2:1]([C:3]1[CH:24]=[CH:23][CH:22]=[C:21]([CH3:25])[C:4]=1[CH2:5][NH:6][C:7]1[C:8]2[N:9]([C:16]([CH3:20])=[C:17]([CH3:19])[N:18]=2)[CH:10]=[C:11]([C:13]([NH2:31])=[O:15])[N:12]=1)[CH3:2]. The catalyst class is: 4. (2) Reactant: [C:1]1([NH:7][C:8]([C:10]2[O:11][CH2:12][CH2:13][CH:14]=2)=[O:9])[CH:6]=[CH:5][CH:4]=[CH:3][CH:2]=1.Cl[C:16](=[N:22][NH:23][C:24]1[CH:29]=[CH:28][CH:27]=[CH:26][CH:25]=1)[C:17]([O:19][CH2:20][CH3:21])=[O:18].C(N(CC)CC)C. Product: [C:1]1([NH:7][C:8]([C:10]2[O:11][CH2:12][CH2:13][C:14]=2[C:16](=[N:22][NH:23][C:24]2[CH:29]=[CH:28][CH:27]=[CH:26][CH:25]=2)[C:17]([O:19][CH2:20][CH3:21])=[O:18])=[O:9])[CH:2]=[CH:3][CH:4]=[CH:5][CH:6]=1. The catalyst class is: 25. (3) Reactant: Br[C:2]1[S:6][C:5]([CH2:7][O:8][C:9]2[C:10]([F:19])=[C:11]([C:15]([F:18])=[CH:16][CH:17]=2)[C:12]([NH2:14])=[O:13])=[N:4][C:3]=1[C:20]1[CH:25]=[CH:24][CH:23]=[C:22]([O:26][CH3:27])[CH:21]=1.O.[OH-].[Na+]. Product: [F:19][C:10]1[C:9]([O:8][CH2:7][C:5]2[S:6][CH:2]=[C:3]([C:20]3[CH:25]=[CH:24][CH:23]=[C:22]([O:26][CH3:27])[CH:21]=3)[N:4]=2)=[CH:17][CH:16]=[C:15]([F:18])[C:11]=1[C:12]([NH2:14])=[O:13]. The catalyst class is: 183. (4) Reactant: [Br:1][C:2]1[CH:10]=[C:9]2[C:5]([CH:6]=[C:7]([CH:12]=[CH:13][N+:14]([O-])=O)[N:8]2[CH3:11])=[CH:4][CH:3]=1.[H-].[H-].[H-].[H-].[Li+].[Al+3]. Product: [Br:1][C:2]1[CH:10]=[C:9]2[C:5]([CH:6]=[C:7]([CH2:12][CH2:13][NH2:14])[N:8]2[CH3:11])=[CH:4][CH:3]=1. The catalyst class is: 1. (5) Reactant: [C:1]([C:4]1[CH:8]=[CH:7][S:6][C:5]=1[NH:9][C:10](=[O:18])[C:11]([O:14][C:15](=[O:17])[CH3:16])([CH3:13])[CH3:12])(=[O:3])[NH2:2].C1C(=O)N([Br:26])C(=O)C1. Product: [Br:26][C:7]1[S:6][C:5]([NH:9][C:10](=[O:18])[C:11]([O:14][C:15](=[O:17])[CH3:16])([CH3:12])[CH3:13])=[C:4]([C:1](=[O:3])[NH2:2])[CH:8]=1. The catalyst class is: 313. (6) Reactant: [Cl:1][C:2]1[CH:3]=[C:4]([O:9][C:10]2[C:22]([F:23])=[CH:21][C:13]([C:14]([O:16]C(C)(C)C)=[O:15])=[C:12]([F:24])[CH:11]=2)[CH:5]=[N:6][C:7]=1[F:8].FC(F)(F)C(O)=O. Product: [Cl:1][C:2]1[CH:3]=[C:4]([O:9][C:10]2[C:22]([F:23])=[CH:21][C:13]([C:14]([OH:16])=[O:15])=[C:12]([F:24])[CH:11]=2)[CH:5]=[N:6][C:7]=1[F:8]. The catalyst class is: 4. (7) Reactant: [CH2:1]([OH:6])[CH2:2][CH2:3][CH2:4][CH3:5].[OH-].C([N+](C[CH2:22][CH2:23][CH3:24])(CCCC)CCCC)CCC.[OH-].[Na+].Cl[CH:28]=CC. Product: [CH3:28][C:23](=[CH2:22])[CH2:24][O:6][CH2:1][CH2:2][CH2:3][CH2:4][CH3:5]. The catalyst class is: 6. (8) Reactant: Br[C:2]1[CH:3]=[N:4][CH:5]=[C:6]([N:10]2[CH2:21][CH2:20][N:19]3[C:12](=[CH:13][C:14]4[CH2:15][C:16]([CH3:23])([CH3:22])[CH2:17][C:18]=43)[C:11]2=[O:24])[C:7]=1[CH:8]=[O:9].[CH3:25][N:26]1[CH:31]=[C:30](B2OC(C)(C)C(C)(C)O2)[CH:29]=[C:28]([NH:41][C:42]2[CH:47]=[CH:46][N:45]=[C:44]([CH3:48])[N:43]=2)[C:27]1=[O:49].[O-]P([O-])([O-])=O.[K+].[K+].[K+].C([O-])(=O)C.[Na+]. Product: [CH3:22][C:16]1([CH3:23])[CH2:15][C:14]2[CH:13]=[C:12]3[N:19]([CH2:20][CH2:21][N:10]([C:6]4[CH:5]=[N:4][CH:3]=[C:2]([C:30]5[CH:29]=[C:28]([NH:41][C:42]6[CH:47]=[CH:46][N:45]=[C:44]([CH3:48])[N:43]=6)[C:27](=[O:49])[N:26]([CH3:25])[CH:31]=5)[C:7]=4[CH:8]=[O:9])[C:11]3=[O:24])[C:18]=2[CH2:17]1. The catalyst class is: 379. (9) Reactant: [CH2:1]([O:3][C:4]([C:6]1[CH:7]=[C:8]2[C:13](=[CH:14][CH:15]=1)[NH:12][CH:11]([C:16]1[CH:21]=[CH:20][CH:19]=[C:18]([Br:22])[CH:17]=1)[C:10]([CH3:24])([CH3:23])[CH:9]2O)=[O:5])[CH3:2].C([SiH](CC)CC)C. Product: [CH2:1]([O:3][C:4]([C:6]1[CH:7]=[C:8]2[C:13](=[CH:14][CH:15]=1)[NH:12][CH:11]([C:16]1[CH:21]=[CH:20][CH:19]=[C:18]([Br:22])[CH:17]=1)[C:10]([CH3:23])([CH3:24])[CH2:9]2)=[O:5])[CH3:2]. The catalyst class is: 55. (10) Reactant: [CH:1]1([CH:7]([NH:19][C:20]2[CH:28]=[CH:27][C:23]([C:24]([OH:26])=O)=[CH:22][CH:21]=2)[C:8]2[O:9][C:10]3[CH:17]=[C:16]([F:18])[CH:15]=[CH:14][C:11]=3[C:12]=2[CH3:13])[CH2:6][CH2:5][CH2:4][CH2:3][CH2:2]1.[CH3:29][NH:30][CH2:31][CH2:32][C:33]([O:35][CH2:36][CH3:37])=[O:34].O.ON1C2C=CC=CC=2N=N1.Cl.C(N=C=NCCCN(C)C)C.Cl. Product: [CH:1]1([CH:7]([NH:19][C:20]2[CH:28]=[CH:27][C:23]([C:24]([N:30]([CH3:29])[CH2:31][CH2:32][C:33]([O:35][CH2:36][CH3:37])=[O:34])=[O:26])=[CH:22][CH:21]=2)[C:8]2[O:9][C:10]3[CH:17]=[C:16]([F:18])[CH:15]=[CH:14][C:11]=3[C:12]=2[CH3:13])[CH2:6][CH2:5][CH2:4][CH2:3][CH2:2]1. The catalyst class is: 289.